From a dataset of Peptide-MHC class I binding affinity with 185,985 pairs from IEDB/IMGT. Regression. Given a peptide amino acid sequence and an MHC pseudo amino acid sequence, predict their binding affinity value. This is MHC class I binding data. The peptide sequence is KRLRLIHFL. The MHC is HLA-B27:05 with pseudo-sequence HLA-B27:05. The binding affinity (normalized) is 1.00.